This data is from Catalyst prediction with 721,799 reactions and 888 catalyst types from USPTO. The task is: Predict which catalyst facilitates the given reaction. (1) Reactant: [OH:1][C:2]1[CH:3]=[C:4]2[C:8](=[CH:9][CH:10]=1)[CH2:7][C@H:6]([NH:11][S:12]([CH:15]([CH3:17])[CH3:16])(=[O:14])=[O:13])[CH2:5]2.Br[C:19]1[CH:24]=[CH:23][CH:22]=[C:21]([CH3:25])[N:20]=1.C([O-])([O-])=O.[Cs+].[Cs+].CN(C)CC(O)=O. Product: [CH3:25][C:21]1[N:20]=[C:19]([O:1][C:2]2[CH:3]=[C:4]3[C:8](=[CH:9][CH:10]=2)[CH2:7][C@H:6]([NH:11][S:12]([CH:15]([CH3:17])[CH3:16])(=[O:14])=[O:13])[CH2:5]3)[CH:24]=[CH:23][CH:22]=1. The catalyst class is: 156. (2) Reactant: OC(C(F)(F)F)=O.[NH2:8][C@@H:9]([CH2:27][CH:28]1[CH2:30][CH2:29]1)[C:10]([NH:12][C@@H:13]([CH2:20][C:21]1[CH:26]=[CH:25][CH:24]=[CH:23][CH:22]=1)[C:14]([C@@:16]1([CH3:19])[CH2:18][O:17]1)=[O:15])=[O:11].[C:31]([O:35][C:36]([NH:38][C@@H:39]([CH3:43])[C:40](O)=[O:41])=[O:37])([CH3:34])([CH3:33])[CH3:32].CN(C(ON1N=NC2C=CC=NC1=2)=[N+](C)C)C.F[P-](F)(F)(F)(F)F.CCN(C(C)C)C(C)C. Product: [CH:28]1([CH2:27][C@H:9]([NH:8][C:40](=[O:41])[C@@H:39]([NH:38][C:36](=[O:37])[O:35][C:31]([CH3:33])([CH3:32])[CH3:34])[CH3:43])[C:10]([NH:12][C@@H:13]([CH2:20][C:21]2[CH:26]=[CH:25][CH:24]=[CH:23][CH:22]=2)[C:14]([C@@:16]2([CH3:19])[CH2:18][O:17]2)=[O:15])=[O:11])[CH2:30][CH2:29]1. The catalyst class is: 3.